From a dataset of Full USPTO retrosynthesis dataset with 1.9M reactions from patents (1976-2016). Predict the reactants needed to synthesize the given product. (1) Given the product [N+:8]([C:5]1[CH:6]=[CH:7][C:2]([N:16]2[CH2:20][CH2:19][CH:18]([OH:21])[CH2:17]2)=[CH:3][CH:4]=1)([O-:10])=[O:9], predict the reactants needed to synthesize it. The reactants are: F[C:2]1[CH:7]=[CH:6][C:5]([N+:8]([O-:10])=[O:9])=[CH:4][CH:3]=1.C(=O)([O-])O.[Na+].[NH:16]1[CH2:20][CH2:19][CH:18]([OH:21])[CH2:17]1. (2) Given the product [CH3:1][O:2][C:3](=[O:13])[C:4]1[C:9]([CH3:10])=[CH:8][CH:7]=[C:6]([CH3:11])[C:5]=1[N:12]=[C:15]=[O:17], predict the reactants needed to synthesize it. The reactants are: [CH3:1][O:2][C:3](=[O:13])[C:4]1[C:9]([CH3:10])=[CH:8][CH:7]=[C:6]([CH3:11])[C:5]=1[NH2:12].Cl[C:15](Cl)([O:17]C(=O)OC(Cl)(Cl)Cl)Cl. (3) Given the product [NH2:14][C:13]1[C:3]2[CH:4]=[C:5]3[CH2:12][CH2:11][CH2:10][CH2:9][CH2:8][C:6]3=[N:7][C:2]=2[S:1][C:16]=1[C:17]([NH:19][C:20]1[S:21][C:22]([C:25]2[CH:30]=[CH:29][CH:28]=[CH:27][CH:26]=2)=[N:23][N:24]=1)=[O:18], predict the reactants needed to synthesize it. The reactants are: [SH:1][C:2]1[N:7]=[C:6]2[CH2:8][CH2:9][CH2:10][CH2:11][CH2:12][C:5]2=[CH:4][C:3]=1[C:13]#[N:14].Br[CH2:16][C:17]([NH:19][C:20]1[S:21][C:22]([C:25]2[CH:30]=[CH:29][CH:28]=[CH:27][CH:26]=2)=[N:23][N:24]=1)=[O:18].[O-]CC.[Na+]. (4) Given the product [F:40][C:2]([F:1])([F:39])[CH:3]([NH:4][C:5]1[CH:10]=[CH:9][C:8]([O:11][C:12]2[CH:17]=[CH:16][N:15]=[C:14]3[CH:18]=[C:19]([C:21]4[N:22]=[CH:23][N:24]([CH3:26])[CH:25]=4)[S:20][C:13]=23)=[C:7]([F:27])[CH:6]=1)[CH2:28][C:29]([OH:31])=[O:30], predict the reactants needed to synthesize it. The reactants are: [F:1][C:2]([F:40])([F:39])[CH:3]([CH:28](C(OCC)=O)[C:29]([O:31]CC)=[O:30])[NH:4][C:5]1[CH:10]=[CH:9][C:8]([O:11][C:12]2[CH:17]=[CH:16][N:15]=[C:14]3[CH:18]=[C:19]([C:21]4[N:22]=[CH:23][N:24]([CH3:26])[CH:25]=4)[S:20][C:13]=23)=[C:7]([F:27])[CH:6]=1.[OH-].[Na+].